Dataset: Reaction yield outcomes from USPTO patents with 853,638 reactions. Task: Predict the reaction yield, written as a fraction of the theoretical maximum amount of product (1.0 means a 100% yield; for example, 0.34 means a 34% yield). (1) The reactants are [NH2:1][CH2:2][CH:3]([OH:6])[CH2:4][NH2:5].[H-].[Na+].[O:9]1[C:13]2[CH:14]=[CH:15][CH:16]=[CH:17][C:12]=2[CH:11]=[C:10]1[C:18]1[N:22]2[N:23]=[C:24](Cl)[CH:25]=[CH:26][C:21]2=[N:20][CH:19]=1. The catalyst is CN(C=O)C. The product is [O:9]1[C:13]2[CH:14]=[CH:15][CH:16]=[CH:17][C:12]=2[CH:11]=[C:10]1[C:18]1[N:22]2[N:23]=[C:24]([O:6][CH:3]([CH2:4][NH2:5])[CH2:2][NH2:1])[CH:25]=[CH:26][C:21]2=[N:20][CH:19]=1. The yield is 0.100. (2) The reactants are [Br:1][C:2]1[CH:7]=[CH:6][C:5]([OH:8])=[C:4]([F:9])[CH:3]=1.Cl[C:11]([F:16])([F:15])C([O-])=O.[Na+].C(=O)([O-])[O-].[K+].[K+]. The catalyst is CN(C=O)C.O. The product is [Br:1][C:2]1[CH:7]=[CH:6][C:5]([O:8][CH:11]([F:16])[F:15])=[C:4]([F:9])[CH:3]=1. The yield is 0.430. (3) The reactants are Cl[C:2]1[N:7]=[CH:6][C:5]([NH:8][CH3:9])=[C:4]([C:10]2[CH:15]=[CH:14][CH:13]=[CH:12][C:11]=2[CH3:16])[CH:3]=1.CC(C)([O-])C.[Na+].C1C=CC(P(C2C(C3C(P(C4C=CC=CC=4)C4C=CC=CC=4)=CC=C4C=3C=CC=C4)=C3C(C=CC=C3)=CC=2)C2C=CC=CC=2)=CC=1.[CH3:69][S:70]([N:73]1[CH2:78][CH2:77][NH:76][CH2:75][CH2:74]1)(=[O:72])=[O:71]. The catalyst is C1(C)C=CC=CC=1.C([O-])(=O)C.[Pd+2].C([O-])(=O)C. The product is [CH3:9][NH:8][C:5]1[CH:6]=[N:7][C:2]([N:76]2[CH2:77][CH2:78][N:73]([S:70]([CH3:69])(=[O:72])=[O:71])[CH2:74][CH2:75]2)=[CH:3][C:4]=1[C:10]1[CH:15]=[CH:14][CH:13]=[CH:12][C:11]=1[CH3:16]. The yield is 0.430. (4) The reactants are [O:1]1[C:5]2[CH:6]=[CH:7][C:8]([C:10]3[C:14]([C:15]4[CH:20]=[CH:19][CH:18]=[C:17]([CH3:21])[N:16]=4)=[N:13][N:12]4[CH2:22][CH2:23][CH2:24][C:11]=34)=[CH:9][C:4]=2[CH2:3][CH2:2]1.ClC1C(=O)C(C#N)=C(C#N)C(=O)C=1Cl. The catalyst is C1(C)C=CC=CC=1. The product is [O:1]1[C:5]2[CH:6]=[CH:7][C:8]([C:10]3[C:14]([C:15]4[CH:20]=[CH:19][CH:18]=[C:17]([CH3:21])[N:16]=4)=[N:13][N:12]4[CH2:22][CH2:23][CH2:24][C:11]=34)=[CH:9][C:4]=2[CH:3]=[CH:2]1. The yield is 0.910. (5) The reactants are [C:1]([C:3]1[CH:8]=[CH:7][CH:6]=[C:5]([CH3:9])[N:4]=1)#[CH:2].Br[C:11]1[CH2:16][CH2:15][CH2:14][C:13](=[O:17])[CH:12]=1.C(N(CC)CC)C. The yield is 0.820. The catalyst is CN(C=O)C.C(OCC)(=O)C.Cl[Pd](Cl)([P](C1C=CC=CC=1)(C1C=CC=CC=1)C1C=CC=CC=1)[P](C1C=CC=CC=1)(C1C=CC=CC=1)C1C=CC=CC=1.[Cu]I. The product is [CH3:9][C:5]1[N:4]=[C:3]([C:1]#[C:2][C:11]2[CH2:16][CH2:15][CH2:14][C:13](=[O:17])[CH:12]=2)[CH:8]=[CH:7][CH:6]=1.